This data is from Reaction yield outcomes from USPTO patents with 853,638 reactions. The task is: Predict the reaction yield, written as a fraction of the theoretical maximum amount of product (1.0 means a 100% yield; for example, 0.34 means a 34% yield). (1) The reactants are [O:1]1[CH2:3][CH:2]1[CH2:4][O:5][C:6]1[CH:7]=[C:8]([CH:11]=[CH:12][CH:13]=1)[CH:9]=O.[CH:14]1([NH2:19])[CH2:18][CH2:17][CH2:16][CH2:15]1.[BH4-].[Na+]. The catalyst is CO. The product is [O:1]1[CH2:3][CH:2]1[CH2:4][O:5][C:6]1[CH:7]=[C:8]([CH:11]=[CH:12][CH:13]=1)[CH2:9][NH:19][CH:14]1[CH2:18][CH2:17][CH2:16][CH2:15]1. The yield is 0.790. (2) The reactants are [Cl:1][C:2]1[CH:15]=[C:14](/[CH:16]=[CH:17]/[CH:18]([C:23]2[CH:28]=[C:27]([Cl:29])[C:26]([Cl:30])=[C:25]([Cl:31])[CH:24]=2)[C:19]([F:22])([F:21])[F:20])[CH:13]=[CH:12][C:3]=1[CH2:4][NH:5][C:6](=[O:11])[CH2:7][CH2:8]SC.O[O:33][S:34]([O-:36])=O.[K+].[CH3:38]C(C)=O. The catalyst is O. The product is [Cl:1][C:2]1[CH:15]=[C:14](/[CH:16]=[CH:17]/[CH:18]([C:23]2[CH:24]=[C:25]([Cl:31])[C:26]([Cl:30])=[C:27]([Cl:29])[CH:28]=2)[C:19]([F:22])([F:21])[F:20])[CH:13]=[CH:12][C:3]=1[CH2:4][NH:5][C:6](=[O:11])[CH2:7][CH2:8][S:34]([CH3:38])(=[O:36])=[O:33]. The yield is 0.600. (3) The reactants are [CH3:1][O:2][C:3]1[CH:4]=[CH:5][C:6]([CH3:9])=[N:7][CH:8]=1.[Li+].[CH3:11]C([N-]C(C)C)C.[Li]CCCC.C(NC(C)C)(C)C.CI. The catalyst is C1COCC1. The product is [CH2:9]([C:6]1[CH:5]=[CH:4][C:3]([O:2][CH3:1])=[CH:8][N:7]=1)[CH3:11]. The yield is 0.240. (4) The reactants are [Cl:1][C:2]1[C:3]([F:48])=[C:4]([CH:45]=[CH:46][CH:47]=1)[C:5]([N:7]([C@@H:22]([C:26]1[N:35]([NH:36][C:37]2[CH:42]=[CH:41][CH:40]=[CH:39][CH:38]=2)[C:34](=[O:43])[C:33]2[C:28](=[CH:29][C:30]([Cl:44])=[CH:31][CH:32]=2)[N:27]=1)[CH2:23][C:24]#[CH:25])[CH2:8][CH2:9][CH2:10][N:11]1C(=O)C2C(=CC=CC=2)C1=O)=[O:6].N#N.NN. The catalyst is CO. The product is [NH2:11][CH2:10][CH2:9][CH2:8][N:7]([C@@H:22]([C:26]1[N:35]([NH:36][C:37]2[CH:38]=[CH:39][CH:40]=[CH:41][CH:42]=2)[C:34](=[O:43])[C:33]2[C:28](=[CH:29][C:30]([Cl:44])=[CH:31][CH:32]=2)[N:27]=1)[CH2:23][C:24]#[CH:25])[C:5](=[O:6])[C:4]1[CH:45]=[CH:46][CH:47]=[C:2]([Cl:1])[C:3]=1[F:48]. The yield is 0.910. (5) The reactants are [Cl:1][C:2]1[CH:7]=[CH:6][C:5]([C:8](=O)[CH:9]([CH2:12][CH3:13])[C:10]#[N:11])=[CH:4][CH:3]=1.[NH2:15][NH2:16]. The catalyst is C(O)C. The product is [Cl:1][C:2]1[CH:3]=[CH:4][C:5]([C:8]2[C:9]([CH2:12][CH3:13])=[C:10]([NH2:11])[NH:16][N:15]=2)=[CH:6][CH:7]=1. The yield is 0.684. (6) The reactants are F.F.F.C(N(CC)CC)C.C(N(CC)CC)C.[Si]([O:35][CH2:36][C@H:37]1[O:41][C@@H:40]([N:42]2[CH:49]=[C:48]([CH3:50])[C:46](=[O:47])[NH:45][C:43]2=[O:44])[C@H:39]([O:51][CH2:52][CH2:53][O:54][N:55]([CH3:57])[CH3:56])[C@@H:38]1[OH:58])(C(C)(C)C)(C1C=CC=CC=1)C1C=CC=CC=1.CO. The catalyst is C1COCC1.C(Cl)Cl. The product is [CH3:56][N:55]([CH3:57])[O:54][CH2:53][CH2:52][O:51][C@@H:39]1[C@H:38]([OH:58])[C@@H:37]([CH2:36][OH:35])[O:41][C@H:40]1[N:42]1[CH:49]=[C:48]([CH3:50])[C:46](=[O:47])[NH:45][C:43]1=[O:44]. The yield is 0.925. (7) The reactants are [F:1][C:2]1[CH:18]=[CH:17][C:5]([CH2:6][O:7][C:8]2[CH:13]=[CH:12][N:11]=[CH:10][C:9]=2[N+:14]([O-])=O)=[CH:4][CH:3]=1.[CH3:19][C:20]([Mg]Br)=[CH:21][CH3:22].[Cl-].[NH4+]. The catalyst is O1CCCC1. The product is [F:1][C:2]1[CH:18]=[CH:17][C:5]([CH2:6][O:7][C:8]2[CH:13]=[CH:12][N:11]=[C:10]3[C:20]([CH3:19])=[C:21]([CH3:22])[NH:14][C:9]=23)=[CH:4][CH:3]=1. The yield is 0.283. (8) The reactants are [Cl:1][C:2]1[N:10]=[C:9]2[C:5]([N:6]=[CH:7][NH:8]2)=[C:4]([Cl:11])[N:3]=1.[O-]S([O-])(=O)=O.[Na+].[Na+].OS(O)(=O)=O.[C:24](O)([CH3:27])([CH3:26])[CH3:25]. No catalyst specified. The product is [C:24]([N:8]1[CH:7]=[N:6][C:5]2[C:9]1=[N:10][C:2]([Cl:1])=[N:3][C:4]=2[Cl:11])([CH3:27])([CH3:26])[CH3:25]. The yield is 0.400. (9) The reactants are [Br:1][C:2]1[C:3]([N:16]2[CH2:20][CH2:19][C@@H:18]([NH:21]C(=O)OC(C)(C)C)[CH2:17]2)=[C:4]2[C:10]([NH:11][C:12](=[O:15])[CH2:13][OH:14])=[CH:9][NH:8][C:5]2=[N:6][CH:7]=1.C(O)(C(F)(F)F)=O.C(Cl)[Cl:37]. No catalyst specified. The product is [ClH:37].[NH2:21][C@@H:18]1[CH2:19][CH2:20][N:16]([C:3]2[C:2]([Br:1])=[CH:7][N:6]=[C:5]3[NH:8][CH:9]=[C:10]([NH:11][C:12](=[O:15])[CH2:13][OH:14])[C:4]=23)[CH2:17]1. The yield is 0.850. (10) The reactants are [CH2:1]([O:4][CH2:5][C:6]1[CH:11]=[CH:10][C:9]([CH2:12]O)=[CH:8][CH:7]=1)[C:2]#[CH:3].C1(P(C2C=CC=CC=2)C2C=CC=CC=2)C=CC=CC=1.C(Cl)(Cl)(Cl)[Cl:34]. No catalyst specified. The product is [Cl:34][CH2:12][C:9]1[CH:10]=[CH:11][C:6]([CH2:5][O:4][CH2:1][C:2]#[CH:3])=[CH:7][CH:8]=1. The yield is 0.840.